This data is from Catalyst prediction with 721,799 reactions and 888 catalyst types from USPTO. The task is: Predict which catalyst facilitates the given reaction. (1) Reactant: [CH3:1][C@@H:2]1[CH2:6][CH2:5][CH2:4][N:3]1[CH2:7][CH2:8][C:9]1[CH:14]=[CH:13][C:12]([C:15]2[CH:20]=[CH:19][C:18]([C:21]3([C:26]([OH:28])=O)[CH2:25][CH2:24][CH2:23][CH2:22]3)=[CH:17][CH:16]=2)=[CH:11][CH:10]=1.Cl.[NH2:30][C@@H:31]([CH3:36])[C:32]([O:34][CH3:35])=[O:33].CN(C(ON1N=NC2C=CC=NC1=2)=[N+](C)C)C.F[P-](F)(F)(F)(F)F.Cl. Product: [CH3:1][C@@H:2]1[CH2:6][CH2:5][CH2:4][N:3]1[CH2:7][CH2:8][C:9]1[CH:10]=[CH:11][C:12]([C:15]2[CH:20]=[CH:19][C:18]([C:21]3([C:26]([NH:30][C@@H:31]([CH3:36])[C:32]([O:34][CH3:35])=[O:33])=[O:28])[CH2:25][CH2:24][CH2:23][CH2:22]3)=[CH:17][CH:16]=2)=[CH:13][CH:14]=1. The catalyst class is: 3. (2) Reactant: [OH:1][NH:2][C:3](=[NH:7])[N:4]([CH3:6])[CH3:5].[H-].[Na+].C(O[C:13](=O)[CH2:14][S:15][C:16]1[CH:21]=[CH:20][CH:19]=[CH:18][CH:17]=1)C. Product: [CH3:5][N:4]([CH3:6])[C:3]1[N:7]=[C:13]([CH2:14][S:15][C:16]2[CH:21]=[CH:20][CH:19]=[CH:18][CH:17]=2)[O:1][N:2]=1. The catalyst class is: 1. (3) Reactant: Br[C:2]1[CH:3]=[C:4]([NH:10][C:11]2[CH:16]=[CH:15][N:14]=[C:13]([CH:17]3[CH2:19][CH2:18]3)[N:12]=2)[C:5](=[O:9])[N:6]([CH3:8])[CH:7]=1.[B:20]1([B:20]2[O:24][C:23]([CH3:26])([CH3:25])[C:22]([CH3:28])([CH3:27])[O:21]2)[O:24][C:23]([CH3:26])([CH3:25])[C:22]([CH3:28])([CH3:27])[O:21]1.CC(C1C=C(C(C)C)C(C2C=CC=CC=2P(C2CCCCC2)C2CCCCC2)=C(C(C)C)C=1)C.C([O-])(=O)C.[K+]. Product: [CH:17]1([C:13]2[N:12]=[C:11]([NH:10][C:4]3[C:5](=[O:9])[N:6]([CH3:8])[CH:7]=[C:2]([B:20]4[O:24][C:23]([CH3:26])([CH3:25])[C:22]([CH3:28])([CH3:27])[O:21]4)[CH:3]=3)[CH:16]=[CH:15][N:14]=2)[CH2:19][CH2:18]1. The catalyst class is: 102. (4) Reactant: [Cl:1][C:2]1[C:11]([N+:12]([O-:14])=[O:13])=[C:10](Cl)[C:9]2[C:4](=[CH:5][CH:6]=[CH:7][CH:8]=2)[N:3]=1.[CH2:16]([N:18](CC)CC)C.CN. Product: [CH3:16][NH:18][C:10]1[C:9]2[C:4](=[CH:5][CH:6]=[CH:7][CH:8]=2)[N:3]=[C:2]([Cl:1])[C:11]=1[N+:12]([O-:14])=[O:13]. The catalyst class is: 7. (5) Reactant: Br[C:2]1[CH:7]=[CH:6][C:5]([O:8][CH3:9])=[C:4]([O:10][C:11]([F:14])([F:13])[F:12])[CH:3]=1.[CH2:15]([Sn](CCCC)(CCCC)C=C)[CH2:16]CC. The catalyst class is: 109. Product: [CH3:9][O:8][C:5]1[CH:6]=[CH:7][C:2]([CH:15]=[CH2:16])=[CH:3][C:4]=1[O:10][C:11]([F:14])([F:13])[F:12]. (6) Reactant: [OH:1][C@@H:2]([C@H:4]1[C:36](=[O:37])[N:6]2[C:7]([C:23]([O:25][CH2:26][C:27]3[CH:32]=[CH:31][C:30]([N+:33]([O-:35])=[O:34])=[CH:29][CH:28]=3)=[O:24])=[C:8]([C:11]3[S:15][C:14]4=[C:16]([S:19][CH2:20][CH2:21][OH:22])[N:17]=[CH:18][N:13]4[CH:12]=3)[C@H:9]([CH3:10])[C@H:5]12)[CH3:3].C(N(CC)C(C)C)(C)C.[CH3:47][S:48](Cl)(=[O:50])=[O:49]. The catalyst class is: 4. Product: [OH:1][C@@H:2]([C@H:4]1[C:36](=[O:37])[N:6]2[C:7]([C:23]([O:25][CH2:26][C:27]3[CH:32]=[CH:31][C:30]([N+:33]([O-:35])=[O:34])=[CH:29][CH:28]=3)=[O:24])=[C:8]([C:11]3[S:15][C:14]4=[C:16]([S:19][CH2:20][CH2:21][O:22][S:48]([CH3:47])(=[O:50])=[O:49])[N:17]=[CH:18][N:13]4[CH:12]=3)[C@H:9]([CH3:10])[C@H:5]12)[CH3:3].